Dataset: NCI-60 drug combinations with 297,098 pairs across 59 cell lines. Task: Regression. Given two drug SMILES strings and cell line genomic features, predict the synergy score measuring deviation from expected non-interaction effect. (1) Drug 1: C1=CC=C(C(=C1)C(C2=CC=C(C=C2)Cl)C(Cl)Cl)Cl. Drug 2: C1C(C(OC1N2C=NC(=NC2=O)N)CO)O. Cell line: 786-0. Synergy scores: CSS=-1.36, Synergy_ZIP=-1.34, Synergy_Bliss=-2.38, Synergy_Loewe=-4.80, Synergy_HSA=-2.29. (2) Drug 2: CC1=C(C=C(C=C1)C(=O)NC2=CC(=CC(=C2)C(F)(F)F)N3C=C(N=C3)C)NC4=NC=CC(=N4)C5=CN=CC=C5. Cell line: CCRF-CEM. Drug 1: CC(C1=C(C=CC(=C1Cl)F)Cl)OC2=C(N=CC(=C2)C3=CN(N=C3)C4CCNCC4)N. Synergy scores: CSS=40.3, Synergy_ZIP=3.27, Synergy_Bliss=-0.134, Synergy_Loewe=-21.1, Synergy_HSA=-4.40. (3) Drug 1: C1=NC2=C(N=C(N=C2N1C3C(C(C(O3)CO)O)F)Cl)N. Drug 2: CC1=C2C(C(=O)C3(C(CC4C(C3C(C(C2(C)C)(CC1OC(=O)C(C(C5=CC=CC=C5)NC(=O)C6=CC=CC=C6)O)O)OC(=O)C7=CC=CC=C7)(CO4)OC(=O)C)O)C)OC(=O)C. Cell line: UACC62. Synergy scores: CSS=18.6, Synergy_ZIP=-8.07, Synergy_Bliss=-10.9, Synergy_Loewe=-10.7, Synergy_HSA=-7.37. (4) Drug 1: C1=CN(C(=O)N=C1N)C2C(C(C(O2)CO)O)O.Cl. Drug 2: CCC1(C2=C(COC1=O)C(=O)N3CC4=CC5=C(C=CC(=C5CN(C)C)O)N=C4C3=C2)O.Cl. Cell line: MCF7. Synergy scores: CSS=3.55, Synergy_ZIP=-2.33, Synergy_Bliss=-1.20, Synergy_Loewe=-11.9, Synergy_HSA=-2.68.